From a dataset of NCI-60 drug combinations with 297,098 pairs across 59 cell lines. Regression. Given two drug SMILES strings and cell line genomic features, predict the synergy score measuring deviation from expected non-interaction effect. (1) Drug 1: C1=C(C(=O)NC(=O)N1)N(CCCl)CCCl. Drug 2: CCN(CC)CCCC(C)NC1=C2C=C(C=CC2=NC3=C1C=CC(=C3)Cl)OC. Cell line: HCT116. Synergy scores: CSS=48.7, Synergy_ZIP=3.25, Synergy_Bliss=4.55, Synergy_Loewe=1.70, Synergy_HSA=7.19. (2) Drug 1: C1=CC=C(C=C1)NC(=O)CCCCCCC(=O)NO. Drug 2: CC(C)NC(=O)C1=CC=C(C=C1)CNNC.Cl. Cell line: A549. Synergy scores: CSS=3.58, Synergy_ZIP=-1.76, Synergy_Bliss=-0.926, Synergy_Loewe=-12.2, Synergy_HSA=-4.75. (3) Drug 1: CC1=C(C(CCC1)(C)C)C=CC(=CC=CC(=CC(=O)O)C)C. Drug 2: CCC(=C(C1=CC=CC=C1)C2=CC=C(C=C2)OCCN(C)C)C3=CC=CC=C3.C(C(=O)O)C(CC(=O)O)(C(=O)O)O. Cell line: MDA-MB-231. Synergy scores: CSS=2.94, Synergy_ZIP=1.53, Synergy_Bliss=3.98, Synergy_Loewe=-1.72, Synergy_HSA=-0.438. (4) Drug 1: C(CC(=O)O)C(=O)CN.Cl. Drug 2: C1=NNC2=C1C(=O)NC=N2. Cell line: NCI-H322M. Synergy scores: CSS=26.4, Synergy_ZIP=-8.01, Synergy_Bliss=-1.32, Synergy_Loewe=-2.02, Synergy_HSA=-0.784. (5) Drug 1: C1=NNC2=C1C(=O)NC=N2. Drug 2: B(C(CC(C)C)NC(=O)C(CC1=CC=CC=C1)NC(=O)C2=NC=CN=C2)(O)O. Cell line: UACC62. Synergy scores: CSS=49.0, Synergy_ZIP=1.25, Synergy_Bliss=0.848, Synergy_Loewe=-54.9, Synergy_HSA=-1.04. (6) Drug 1: C1C(C(OC1N2C=NC3=C(N=C(N=C32)Cl)N)CO)O. Drug 2: C#CCC(CC1=CN=C2C(=N1)C(=NC(=N2)N)N)C3=CC=C(C=C3)C(=O)NC(CCC(=O)O)C(=O)O. Cell line: SN12C. Synergy scores: CSS=27.5, Synergy_ZIP=-9.46, Synergy_Bliss=-10.4, Synergy_Loewe=-10.1, Synergy_HSA=-8.03. (7) Drug 1: CN1C2=C(C=C(C=C2)N(CCCl)CCCl)N=C1CCCC(=O)O.Cl. Drug 2: C1CC(=O)NC(=O)C1N2C(=O)C3=CC=CC=C3C2=O. Cell line: COLO 205. Synergy scores: CSS=1.56, Synergy_ZIP=-1.14, Synergy_Bliss=-2.67, Synergy_Loewe=-0.810, Synergy_HSA=-2.45.